From a dataset of Reaction yield outcomes from USPTO patents with 853,638 reactions. Predict the reaction yield, written as a fraction of the theoretical maximum amount of product (1.0 means a 100% yield; for example, 0.34 means a 34% yield). (1) The reactants are C[Si]([N-][Si](C)(C)C)(C)C.[Li+].[C:11]([C@@H:15]1[N:19]([C:20]2[CH:25]=[C:24]([Cl:26])[CH:23]=[C:22]([Cl:27])[CH:21]=2)[C:18](=[O:28])[C@@H:17]([CH3:29])[N:16]1[C:30](=[O:35])[C:31]([F:34])([F:33])[F:32])([CH3:14])([CH3:13])[CH3:12].[F:36][C:37]([F:48])([F:47])[O:38][C:39]1[CH:46]=[CH:45][C:42]([CH2:43]Br)=[CH:41][CH:40]=1. The catalyst is C1COCC1. The product is [C:11]([C@@H:15]1[N:19]([C:20]2[CH:21]=[C:22]([Cl:27])[CH:23]=[C:24]([Cl:26])[CH:25]=2)[C:18](=[O:28])[C@@:17]([CH3:29])([CH2:43][C:42]2[CH:45]=[CH:46][C:39]([O:38][C:37]([F:48])([F:47])[F:36])=[CH:40][CH:41]=2)[N:16]1[C:30](=[O:35])[C:31]([F:33])([F:34])[F:32])([CH3:12])([CH3:13])[CH3:14]. The yield is 0.870. (2) The reactants are Br[C:2]1[CH:3]=[C:4]2[C:8](=[CH:9][CH:10]=1)[N:7]([CH2:11][C:12]([O:14][CH2:15][CH3:16])=[O:13])[CH:6]=[C:5]2[CH2:17][C:18]#[N:19].[C:20]1(B(O)O)[CH:25]=[CH:24][CH:23]=[CH:22][CH:21]=1.C([O-])([O-])=O.[Na+].[Na+].O. The catalyst is COCCOC.CC([O-])=O.CC([O-])=O.[Pd+2].C1C=CC(P(C2C=CC=CC=2)C2C=CC=CC=2)=CC=1. The product is [C:18]([CH2:17][C:5]1[C:4]2[C:8](=[CH:9][CH:10]=[C:2]([C:20]3[CH:25]=[CH:24][CH:23]=[CH:22][CH:21]=3)[CH:3]=2)[N:7]([CH2:11][C:12]([O:14][CH2:15][CH3:16])=[O:13])[CH:6]=1)#[N:19]. The yield is 0.450. (3) The reactants are Br[C:2]1[CH:10]=[C:9]2[C:5]([C:6]([CH3:12])=[CH:7][N:8]2[CH3:11])=[CH:4][CH:3]=1.[CH2:13]1[C:22]2[C:17](=[CH:18][CH:19]=[CH:20][CH:21]=2)[CH2:16][CH2:15][N:14]1[CH2:23][CH:24]([OH:42])[CH2:25][O:26][C:27]1[CH:32]=[CH:31][CH:30]=[C:29](B2OC(C)(C)C(C)(C)O2)[CH:28]=1.C([O-])([O-])=O.[K+].[K+]. The catalyst is O1CCOCC1.O.C1C=CC(P(C2C=CC=CC=2)[C-]2C=CC=C2)=CC=1.C1C=CC(P(C2C=CC=CC=2)[C-]2C=CC=C2)=CC=1.Cl[Pd]Cl.[Fe+2]. The product is [CH2:13]1[C:22]2[C:17](=[CH:18][CH:19]=[CH:20][CH:21]=2)[CH2:16][CH2:15][N:14]1[CH2:23][CH:24]([OH:42])[CH2:25][O:26][C:27]1[CH:32]=[CH:31][CH:30]=[C:29]([C:2]2[CH:10]=[C:9]3[C:5]([C:6]([CH3:12])=[CH:7][N:8]3[CH3:11])=[CH:4][CH:3]=2)[CH:28]=1. The yield is 0.100. (4) The reactants are [N:1]([CH2:4][CH2:5][N:6]1[C:10]2[CH:11]=[CH:12][C:13]([C:15]([OH:17])=O)=[CH:14][C:9]=2[N:8]=[CH:7]1)=[N+:2]=[N-:3].C1C=CC2N(O)N=NC=2C=1.CCN(C(C)C)C(C)C.[NH2:37][CH:38]1[CH:45]2[CH2:46][C:41]3([OH:48])[CH2:42][CH:43]([CH2:47][CH:39]1[CH2:40]3)[CH2:44]2.CCN=C=NCCCN(C)C.Cl. The catalyst is CN(C=O)C. The product is [OH:48][C:41]12[CH2:46][CH:45]3[CH2:44][CH:43]([CH2:47][CH:39]([CH:38]3[NH:37][C:15]([C:13]3[CH:12]=[CH:11][C:10]4[N:6]([CH2:5][CH2:4][N:1]=[N+:2]=[N-:3])[CH:7]=[N:8][C:9]=4[CH:14]=3)=[O:17])[CH2:40]1)[CH2:42]2. The yield is 0.935. (5) The reactants are [C:1]([O:5][C:6]([N:8]([C:16]1[C@@:21]([CH2:25][F:26])([CH2:22][CH2:23]I)[S:20](=[O:28])(=[O:27])[CH2:19][C@:18]([C:30]2[CH:35]=[C:34]([N+:36]([O-:38])=[O:37])[CH:33]=[CH:32][C:31]=2[F:39])([CH3:29])[N:17]=1)[C:9](=[O:15])[O:10][C:11]([CH3:14])([CH3:13])[CH3:12])=[O:7])([CH3:4])([CH3:3])[CH3:2].C[Si]([N-][Si](C)(C)C)(C)C.[Li+]. The catalyst is C1COCC1. The product is [C:1]([O:5][C:6]([N:8]([C:16]1[C@:21]2([CH2:25][F:26])[S:20](=[O:28])(=[O:27])[C@@H:19]([CH2:23][CH2:22]2)[C@:18]([C:30]2[CH:35]=[C:34]([N+:36]([O-:38])=[O:37])[CH:33]=[CH:32][C:31]=2[F:39])([CH3:29])[N:17]=1)[C:9](=[O:15])[O:10][C:11]([CH3:14])([CH3:13])[CH3:12])=[O:7])([CH3:4])([CH3:3])[CH3:2]. The yield is 1.00.